Predict the reactants needed to synthesize the given product. From a dataset of Full USPTO retrosynthesis dataset with 1.9M reactions from patents (1976-2016). (1) The reactants are: Br[C:2]1[N:7]=[CH:6][C:5]([C:8]2[CH:9]=[C:10]3[C:14](=[CH:15][CH:16]=2)[C:13](=[O:17])[N:12]([CH3:18])[CH2:11]3)=[CH:4][CH:3]=1.CC1(C)C(C)(C)OB([C:27]2[CH:28]=[C:29]([NH:33][C:34](=[O:40])[O:35][C:36]([CH3:39])([CH3:38])[CH3:37])[CH:30]=[N:31][CH:32]=2)O1. Given the product [CH3:18][N:12]1[CH2:11][C:10]2[C:14](=[CH:15][CH:16]=[C:8]([C:5]3[CH:4]=[CH:3][C:2]([C:27]4[CH:32]=[N:31][CH:30]=[C:29]([NH:33][C:34](=[O:40])[O:35][C:36]([CH3:38])([CH3:37])[CH3:39])[CH:28]=4)=[N:7][CH:6]=3)[CH:9]=2)[C:13]1=[O:17], predict the reactants needed to synthesize it. (2) The reactants are: [CH3:1][O:2][C:3]1[CH:4]=[CH:5][C:6]2[O:11][CH2:10][C:9](=[O:12])[N:8]([CH2:13][CH2:14][N:15]3[CH2:20][CH2:19][CH:18]([NH:21]C(=O)OC(C)(C)C)[CH2:17][C:16]3=[O:29])[C:7]=2[CH:30]=1.FC(F)(F)C(O)=O.NC1CCN(CCN2C3C=C(OC)C=CC=3COC2=O)CC1. Given the product [NH2:21][CH:18]1[CH2:19][CH2:20][N:15]([CH2:14][CH2:13][N:8]2[C:7]3[CH:30]=[C:3]([O:2][CH3:1])[CH:4]=[CH:5][C:6]=3[O:11][CH2:10][C:9]2=[O:12])[C:16](=[O:29])[CH2:17]1, predict the reactants needed to synthesize it.